Dataset: Peptide-MHC class I binding affinity with 185,985 pairs from IEDB/IMGT. Task: Regression. Given a peptide amino acid sequence and an MHC pseudo amino acid sequence, predict their binding affinity value. This is MHC class I binding data. (1) The peptide sequence is CLGGLLTMV. The MHC is HLA-B44:02 with pseudo-sequence HLA-B44:02. The binding affinity (normalized) is 0. (2) The peptide sequence is AENCYNLEI. The MHC is HLA-A02:16 with pseudo-sequence HLA-A02:16. The binding affinity (normalized) is 0.0847. (3) The peptide sequence is LMIIPLINV. The MHC is HLA-B45:01 with pseudo-sequence HLA-B45:01. The binding affinity (normalized) is 0. (4) The peptide sequence is GVNACQVGV. The MHC is HLA-A69:01 with pseudo-sequence HLA-A69:01. The binding affinity (normalized) is 0.448. (5) The peptide sequence is SLFTEQAFY. The MHC is HLA-A68:02 with pseudo-sequence HLA-A68:02. The binding affinity (normalized) is 0.0847.